Dataset: Catalyst prediction with 721,799 reactions and 888 catalyst types from USPTO. Task: Predict which catalyst facilitates the given reaction. (1) Reactant: F[C:2]1[C:3]([C:9]#[N:10])=[N:4][C:5]([F:8])=[CH:6][N:7]=1.O.[NH3:12]. Product: [NH2:12][C:2]1[C:3]([C:9]#[N:10])=[N:4][C:5]([F:8])=[CH:6][N:7]=1. The catalyst class is: 12. (2) Reactant: [Cl:1][C:2]1[CH:3]=[CH:4][C:5]([C:42]#[N:43])=[C:6]([C:8]2[C:13]([O:14][CH3:15])=[CH:12][N:11]([CH:16]([CH2:33][C:34]3([C:37]([F:40])([F:39])[F:38])[CH2:36][CH2:35]3)[C:17]([NH:19][C:20]3[CH:32]=[CH:31][C:23]([C:24]([O:26]C(C)(C)C)=[O:25])=[CH:22][CH:21]=3)=[O:18])[C:10](=[O:41])[CH:9]=2)[CH:7]=1.FC(F)(F)C(O)=O. Product: [Cl:1][C:2]1[CH:3]=[CH:4][C:5]([C:42]#[N:43])=[C:6]([C:8]2[C:13]([O:14][CH3:15])=[CH:12][N:11]([CH:16]([CH2:33][C:34]3([C:37]([F:39])([F:40])[F:38])[CH2:36][CH2:35]3)[C:17]([NH:19][C:20]3[CH:32]=[CH:31][C:23]([C:24]([OH:26])=[O:25])=[CH:22][CH:21]=3)=[O:18])[C:10](=[O:41])[CH:9]=2)[CH:7]=1. The catalyst class is: 10.